This data is from Peptide-MHC class II binding affinity with 134,281 pairs from IEDB. The task is: Regression. Given a peptide amino acid sequence and an MHC pseudo amino acid sequence, predict their binding affinity value. This is MHC class II binding data. (1) The peptide sequence is KALGALEDDEGVVSM. The MHC is DRB1_0101 with pseudo-sequence DRB1_0101. The binding affinity (normalized) is 0.690. (2) The peptide sequence is ACPGTSVIIDGNCDGKK. The MHC is DRB3_0301 with pseudo-sequence DRB3_0301. The binding affinity (normalized) is 0.308. (3) The peptide sequence is EWNVRSDVVARAMRL. The MHC is HLA-DQA10301-DQB10302 with pseudo-sequence HLA-DQA10301-DQB10302. The binding affinity (normalized) is 0.390. (4) The peptide sequence is SLRTTTVSGKLIHEW. The MHC is DRB1_0405 with pseudo-sequence DRB1_0405. The binding affinity (normalized) is 0.110.